Predict which catalyst facilitates the given reaction. From a dataset of Catalyst prediction with 721,799 reactions and 888 catalyst types from USPTO. (1) Reactant: [NH2:1][C:2]1[CH:7]=[CH:6][N:5]=[CH:4][CH:3]=1.[Cl:8][CH2:9][CH2:10][N:11]=[C:12]=[O:13].[N-]=C=O. Product: [Cl:8][CH2:9][CH2:10][NH:11][C:12]([NH:1][C:2]1[CH:7]=[CH:6][N:5]=[CH:4][CH:3]=1)=[O:13]. The catalyst class is: 1. (2) Reactant: [C:1]([C:5]1[CH:10]=[CH:9][C:8]([NH:11][C:12](=[O:29])[C:13]2[CH:18]=[CH:17][C:16]([OH:19])=[C:15]([N:20]([C:22]3[C:27]([Cl:28])=[CH:26][CH:25]=[CH:24][N:23]=3)[CH3:21])[CH:14]=2)=[CH:7][CH:6]=1)([CH3:4])([CH3:3])[CH3:2].C(=O)([O-])[O-].[K+].[K+].[CH:36](Br)([CH3:38])[CH3:37].O. Product: [C:1]([C:5]1[CH:10]=[CH:9][C:8]([NH:11][C:12](=[O:29])[C:13]2[CH:18]=[CH:17][C:16]([O:19][CH:36]([CH3:38])[CH3:37])=[C:15]([N:20]([C:22]3[C:27]([Cl:28])=[CH:26][CH:25]=[CH:24][N:23]=3)[CH3:21])[CH:14]=2)=[CH:7][CH:6]=1)([CH3:4])([CH3:2])[CH3:3]. The catalyst class is: 9. (3) Reactant: [F:1][C:2]([F:24])([F:23])[O:3][C:4]1[CH:9]=[CH:8][C:7]([C:10]2[CH:11]=[CH:12][C:13]3[N:14]([C:16]([C:19]([F:22])([F:21])[F:20])=[N:17][CH:18]=3)[CH:15]=2)=[CH:6][CH:5]=1.C1C(=O)N([Br:32])C(=O)C1. Product: [Br:32][C:18]1[N:17]=[C:16]([C:19]([F:20])([F:21])[F:22])[N:14]2[CH:15]=[C:10]([C:7]3[CH:6]=[CH:5][C:4]([O:3][C:2]([F:1])([F:23])[F:24])=[CH:9][CH:8]=3)[CH:11]=[CH:12][C:13]=12. The catalyst class is: 2. (4) Reactant: CO[CH2:3][CH2:4]OC.C(S(C1N(C2C=CC=CC=2)N=NN=1)(=O)=O)C.[CH2:23]([CH:26]1[CH2:30][CH2:29][CH:28]([CH:31]2[CH2:36][CH2:35][CH:34]([CH:37]=O)[CH2:33][CH2:32]2)[CH2:27]1)[CH2:24][CH3:25].C[Si]([N-][Si](C)(C)C)(C)C.[K+]. Product: [CH:37](/[CH:34]1[CH2:35][CH2:36][CH:31]([CH:28]2[CH2:29][CH2:30][CH:26]([CH2:23][CH2:24][CH3:25])[CH2:27]2)[CH2:32][CH2:33]1)=[CH:3]\[CH3:4]. The catalyst class is: 1. (5) Reactant: [Cl:1][C:2]1[S:6][C:5]([C:7]([NH:9][NH2:10])=[O:8])=[CH:4][CH:3]=1.N1([C:16](N2C=CN=C2)=[S:17])C=CN=C1. Product: [Cl:1][C:2]1[S:6][C:5]([C:7]2[O:8][C:16](=[S:17])[NH:10][N:9]=2)=[CH:4][CH:3]=1. The catalyst class is: 1.